Predict the product of the given reaction. From a dataset of Forward reaction prediction with 1.9M reactions from USPTO patents (1976-2016). Given the reactants [F:1][C:2]1[CH:11]=[C:10]2[C:5]([CH:6]=[C:7]([C:13]3[CH:18]=[CH:17][C:16]([O:19][CH:20]([CH3:22])[CH3:21])=[CH:15][CH:14]=3)[N:8]=[C:9]2O)=[CH:4][C:3]=1[O:23][CH3:24].O=P(Cl)(Cl)[Cl:27], predict the reaction product. The product is: [Cl:27][C:9]1[C:10]2[C:5](=[CH:4][C:3]([O:23][CH3:24])=[C:2]([F:1])[CH:11]=2)[CH:6]=[C:7]([C:13]2[CH:18]=[CH:17][C:16]([O:19][CH:20]([CH3:22])[CH3:21])=[CH:15][CH:14]=2)[N:8]=1.